This data is from Reaction yield outcomes from USPTO patents with 853,638 reactions. The task is: Predict the reaction yield, written as a fraction of the theoretical maximum amount of product (1.0 means a 100% yield; for example, 0.34 means a 34% yield). The yield is 0.860. The product is [OH:17][C:15]([CH3:18])([CH3:16])[CH2:14][CH2:13][CH2:12][CH:9]1[CH2:10][CH2:11][C:7]2([CH2:19][CH2:20][CH2:21][C:5](=[O:1])[CH2:6]2)[CH2:8]1. The reactants are [O:1]1[C:5]2([CH2:21][CH2:20][CH2:19][C:7]3([CH2:11][CH2:10][CH:9]([CH2:12][CH2:13][CH2:14][C:15]([CH3:18])([OH:17])[CH3:16])[CH2:8]3)[CH2:6]2)OCC1.O.C1(C)C=CC(S(O)(=O)=O)=CC=1. The catalyst is CC(C)=O.